Dataset: Full USPTO retrosynthesis dataset with 1.9M reactions from patents (1976-2016). Task: Predict the reactants needed to synthesize the given product. (1) Given the product [Br:1][C:2]1[N:3]([CH:18]([CH3:20])[CH3:19])[N:4]=[C:5]2[C:10]=1[C:9]([NH2:11])=[N:8][CH:7]=[N:6]2, predict the reactants needed to synthesize it. The reactants are: [Br:1][C:2]1[C:10]2[C:5](=[N:6][CH:7]=[N:8][C:9]=2[NH2:11])[NH:4][N:3]=1.C(=O)([O-])[O-].[K+].[K+].[CH:18](Br)([CH3:20])[CH3:19]. (2) Given the product [Pd:13].[O-2:16].[Ce+3:2].[O-2:1].[O-2:16].[Ce+3:2].[O-2:16].[Pr+3:6].[O-2:16].[O-2:16].[Pr+3:6].[O-2:16].[Nd+3:10].[O-2:16].[O-2:16].[Nd+3:10], predict the reactants needed to synthesize it. The reactants are: [OH-:1].[Ce+3:2].[OH-].[OH-].[OH-].[Pr+3:6].[OH-].[OH-].[OH-].[Nd+3:10].[OH-].[OH-].[Pd:13].[Pd].[N+]([O-])([O-])=[O:16].[OH-].[Pd].[OH-].[H][H].